This data is from Forward reaction prediction with 1.9M reactions from USPTO patents (1976-2016). The task is: Predict the product of the given reaction. Given the reactants [F:1][C:2]([F:17])([F:16])[C:3]1[CH:15]=[C:6]2[C:7]([CH:13]=[O:14])=[CH:8][CH:9]=[C:10]([O:11][CH3:12])[N:5]2[N:4]=1.[CH3:18][Mg]Br.C1COCC1.[Cl-].[NH4+], predict the reaction product. The product is: [F:17][C:2]([F:1])([F:16])[C:3]1[CH:15]=[C:6]2[C:7]([CH:13]([OH:14])[CH3:18])=[CH:8][CH:9]=[C:10]([O:11][CH3:12])[N:5]2[N:4]=1.